The task is: Regression. Given two drug SMILES strings and cell line genomic features, predict the synergy score measuring deviation from expected non-interaction effect.. This data is from NCI-60 drug combinations with 297,098 pairs across 59 cell lines. (1) Drug 1: C1C(C(OC1N2C=NC3=C(N=C(N=C32)Cl)N)CO)O. Drug 2: C(CCl)NC(=O)N(CCCl)N=O. Cell line: DU-145. Synergy scores: CSS=35.2, Synergy_ZIP=-8.76, Synergy_Bliss=-0.441, Synergy_Loewe=-25.3, Synergy_HSA=1.56. (2) Drug 1: COC1=CC(=CC(=C1O)OC)C2C3C(COC3=O)C(C4=CC5=C(C=C24)OCO5)OC6C(C(C7C(O6)COC(O7)C8=CC=CS8)O)O. Drug 2: C1CN(CCN1C(=O)CCBr)C(=O)CCBr. Cell line: U251. Synergy scores: CSS=56.4, Synergy_ZIP=-2.60, Synergy_Bliss=0.680, Synergy_Loewe=1.29, Synergy_HSA=4.96. (3) Drug 1: CNC(=O)C1=CC=CC=C1SC2=CC3=C(C=C2)C(=NN3)C=CC4=CC=CC=N4. Drug 2: C1=CN(C=N1)CC(O)(P(=O)(O)O)P(=O)(O)O. Cell line: SF-268. Synergy scores: CSS=14.3, Synergy_ZIP=4.08, Synergy_Bliss=6.52, Synergy_Loewe=5.49, Synergy_HSA=5.34. (4) Drug 1: C1CCC(C1)C(CC#N)N2C=C(C=N2)C3=C4C=CNC4=NC=N3. Drug 2: CC1=C2C(C(=O)C3(C(CC4C(C3C(C(C2(C)C)(CC1OC(=O)C(C(C5=CC=CC=C5)NC(=O)OC(C)(C)C)O)O)OC(=O)C6=CC=CC=C6)(CO4)OC(=O)C)O)C)O. Cell line: MOLT-4. Synergy scores: CSS=73.6, Synergy_ZIP=15.5, Synergy_Bliss=15.5, Synergy_Loewe=-17.0, Synergy_HSA=16.5. (5) Drug 1: C1CC(C1)(C(=O)O)C(=O)O.[NH2-].[NH2-].[Pt+2]. Drug 2: CC1=C2C(C(=O)C3(C(CC4C(C3C(C(C2(C)C)(CC1OC(=O)C(C(C5=CC=CC=C5)NC(=O)OC(C)(C)C)O)O)OC(=O)C6=CC=CC=C6)(CO4)OC(=O)C)O)C)O. Cell line: LOX IMVI. Synergy scores: CSS=13.8, Synergy_ZIP=-2.94, Synergy_Bliss=3.79, Synergy_Loewe=0.977, Synergy_HSA=2.20. (6) Drug 1: C1=CC(=CC=C1CCC2=CNC3=C2C(=O)NC(=N3)N)C(=O)NC(CCC(=O)O)C(=O)O. Drug 2: CCC1=CC2CC(C3=C(CN(C2)C1)C4=CC=CC=C4N3)(C5=C(C=C6C(=C5)C78CCN9C7C(C=CC9)(C(C(C8N6C)(C(=O)OC)O)OC(=O)C)CC)OC)C(=O)OC.C(C(C(=O)O)O)(C(=O)O)O. Cell line: BT-549. Synergy scores: CSS=54.2, Synergy_ZIP=-6.49, Synergy_Bliss=-3.90, Synergy_Loewe=-3.47, Synergy_HSA=0.436. (7) Drug 1: CC(C)(C#N)C1=CC(=CC(=C1)CN2C=NC=N2)C(C)(C)C#N. Drug 2: C1=NC2=C(N1)C(=S)N=CN2. Cell line: SF-539. Synergy scores: CSS=36.7, Synergy_ZIP=-6.41, Synergy_Bliss=1.87, Synergy_Loewe=-1.24, Synergy_HSA=0.0578. (8) Drug 1: CCC1=CC2CC(C3=C(CN(C2)C1)C4=CC=CC=C4N3)(C5=C(C=C6C(=C5)C78CCN9C7C(C=CC9)(C(C(C8N6C)(C(=O)OC)O)OC(=O)C)CC)OC)C(=O)OC.C(C(C(=O)O)O)(C(=O)O)O. Drug 2: C1=NNC2=C1C(=O)NC=N2. Cell line: HT29. Synergy scores: CSS=60.3, Synergy_ZIP=4.43, Synergy_Bliss=9.15, Synergy_Loewe=-6.37, Synergy_HSA=7.25. (9) Drug 1: CCC1=CC2CC(C3=C(CN(C2)C1)C4=CC=CC=C4N3)(C5=C(C=C6C(=C5)C78CCN9C7C(C=CC9)(C(C(C8N6C)(C(=O)OC)O)OC(=O)C)CC)OC)C(=O)OC.C(C(C(=O)O)O)(C(=O)O)O. Drug 2: CC(C)NC(=O)C1=CC=C(C=C1)CNNC.Cl. Cell line: OVCAR-4. Synergy scores: CSS=14.9, Synergy_ZIP=2.41, Synergy_Bliss=0.911, Synergy_Loewe=-19.7, Synergy_HSA=1.44. (10) Drug 1: CC1=C(C=C(C=C1)C(=O)NC2=CC(=CC(=C2)C(F)(F)F)N3C=C(N=C3)C)NC4=NC=CC(=N4)C5=CN=CC=C5. Drug 2: C(CCl)NC(=O)N(CCCl)N=O. Cell line: UO-31. Synergy scores: CSS=-6.17, Synergy_ZIP=3.93, Synergy_Bliss=0.733, Synergy_Loewe=-8.08, Synergy_HSA=-8.16.